Dataset: Reaction yield outcomes from USPTO patents with 853,638 reactions. Task: Predict the reaction yield, written as a fraction of the theoretical maximum amount of product (1.0 means a 100% yield; for example, 0.34 means a 34% yield). (1) The reactants are [C:1]([C:4]1[C:12]2[C:7](=[CH:8][CH:9]=[CH:10][CH:11]=2)[N:6]([C:13]([O:15][C:16]([CH3:19])([CH3:18])[CH3:17])=[O:14])[CH:5]=1)(=[O:3])[CH3:2].[Li+].C[Si]([N-][Si](C)(C)C)(C)C.C1(=O)[O:35][C:33](=[O:34])[C:32]2=[CH:36][CH:37]=[CH:38][CH:39]=[C:31]12.Cl.C1C[O:45][CH2:44]C1. No catalyst specified. The product is [C:16]([O:15][C:13]([N:6]1[C:7]2[C:12](=[CH:11][CH:10]=[CH:9][CH:8]=2)[C:4]([C:1](=[O:3])[CH:2]=[C:44]([C:32]2([C:33]([OH:35])=[O:34])[CH:31]=[CH:39][CH:38]=[CH:37][CH2:36]2)[OH:45])=[CH:5]1)=[O:14])([CH3:19])([CH3:18])[CH3:17]. The yield is 0.300. (2) The reactants are [CH:1]1[C:13]2[N:12]([C:14]3[CH:19]=[CH:18][C:17]([C:20]4[CH:25]=[CH:24][C:23]([N:26]5[C:38]6[CH:37]=[CH:36][C:35]([CH:39]=[O:40])=[CH:34][C:33]=6[C:32]6[C:27]5=[CH:28][CH:29]=[CH:30][CH:31]=6)=[CH:22][CH:21]=4)=[CH:16][CH:15]=3)[C:11]3[C:6](=[CH:7][CH:8]=[CH:9][CH:10]=3)[C:5]=2[CH:4]=[CH:3][CH:2]=1.O1CCCC1.[BH4-].[Na+]. The catalyst is CO. The product is [CH:1]1[C:13]2[N:12]([C:14]3[CH:15]=[CH:16][C:17]([C:20]4[CH:21]=[CH:22][C:23]([N:26]5[C:38]6[CH:37]=[CH:36][C:35]([CH2:39][OH:40])=[CH:34][C:33]=6[C:32]6[C:27]5=[CH:28][CH:29]=[CH:30][CH:31]=6)=[CH:24][CH:25]=4)=[CH:18][CH:19]=3)[C:11]3[C:6](=[CH:7][CH:8]=[CH:9][CH:10]=3)[C:5]=2[CH:4]=[CH:3][CH:2]=1. The yield is 0.984.